From a dataset of Forward reaction prediction with 1.9M reactions from USPTO patents (1976-2016). Predict the product of the given reaction. (1) Given the reactants [CH:1]1[CH2:5][CH:4]=[CH:3][CH:2]=1.C([C:8]([CH3:10])=[O:9])=C.[CH2:11](OCC)[CH3:12], predict the reaction product. The product is: [C:8]([CH:2]1[CH2:1][CH:5]2[CH2:4][CH:3]1[CH:11]=[CH:12]2)(=[O:9])[CH3:10]. (2) Given the reactants [C:1]1([Si:7]([C:10]2[CH:15]=[CH:14][CH:13]=[CH:12][CH:11]=2)([OH:9])[OH:8])[CH:6]=[CH:5][CH:4]=[CH:3][CH:2]=1.[CH3:16][Si:17]([O:22][CH3:23])([O:20][CH3:21])OC, predict the reaction product. The product is: [CH3:23][O:22][Si:17]([O:20][CH3:21])([CH3:16])[O:8][Si:7]([C:10]1[CH:15]=[CH:14][CH:13]=[CH:12][CH:11]=1)([C:1]1[CH:2]=[CH:3][CH:4]=[CH:5][CH:6]=1)[O:9][Si:17]([O:22][CH3:23])([O:20][CH3:21])[CH3:16]. (3) Given the reactants Br.Br.Br.[CH2:4]([C:6]1[C:7]([C:14]2[CH:22]=[C:21]3[C:17]([C:18]([C:23]4[NH:24][C:25]5[CH2:30][CH2:29][NH:28][CH2:27][C:26]=5[N:31]=4)=[N:19][NH:20]3)=[CH:16][CH:15]=2)=[CH:8][C:9]([F:13])=[C:10]([OH:12])[CH:11]=1)[CH3:5].[F:32][C:33]1[CH:38]=[CH:37][C:36]([S:39](Cl)(=[O:41])=[O:40])=[CH:35][CH:34]=1.CCN(C(C)C)C(C)C.C(=O)([O-])O.[Na+], predict the reaction product. The product is: [CH2:4]([C:6]1[C:7]([C:14]2[CH:22]=[C:21]3[C:17]([C:18]([C:23]4[NH:24][C:25]5[CH2:30][CH2:29][N:28]([S:39]([C:36]6[CH:37]=[CH:38][C:33]([F:32])=[CH:34][CH:35]=6)(=[O:41])=[O:40])[CH2:27][C:26]=5[N:31]=4)=[N:19][NH:20]3)=[CH:16][CH:15]=2)=[CH:8][C:9]([F:13])=[C:10]([OH:12])[CH:11]=1)[CH3:5]. (4) Given the reactants [NH2:1][C:2]1[C:7]([Cl:8])=[CH:6][C:5]([C:9](=[O:12])[CH2:10]Br)=[CH:4][C:3]=1[Cl:13].[CH3:14][O:15][C:16]1[CH:17]=[C:18]([C:24]2[C@@H:33]3[C@@H:28]([CH2:29][CH:30]=[CH:31][CH2:32]3)[C:27](=[O:34])[N:26]([CH:35]3[CH2:40][CH2:39][N:38](C4C=CC([N+]([O-])=O)=CC=4)[CH2:37][CH2:36]3)[N:25]=2)[CH:19]=[CH:20][C:21]=1[O:22][CH3:23], predict the reaction product. The product is: [ClH:8].[NH2:1][C:2]1[C:7]([Cl:8])=[CH:6][C:5]([C:9](=[O:12])[CH2:10][N:38]2[CH2:39][CH2:40][CH:35]([N:26]3[N:25]=[C:24]([C:18]4[CH:19]=[CH:20][C:21]([O:22][CH3:23])=[C:16]([O:15][CH3:14])[CH:17]=4)[C@@H:33]4[C@@H:28]([CH2:29][CH:30]=[CH:31][CH2:32]4)[C:27]3=[O:34])[CH2:36][CH2:37]2)=[CH:4][C:3]=1[Cl:13]. (5) Given the reactants [Br:1][C:2]1[CH:3]=[C:4]([OH:8])[CH:5]=[N:6][CH:7]=1.[Br:9][CH2:10][CH2:11]Br.C([O-])([O-])=O.[K+].[K+].CN(C=O)C, predict the reaction product. The product is: [Br:1][C:2]1[CH:7]=[N:6][CH:5]=[C:4]([O:8][CH2:11][CH2:10][Br:9])[CH:3]=1.